From a dataset of Forward reaction prediction with 1.9M reactions from USPTO patents (1976-2016). Predict the product of the given reaction. The product is: [Cl:1][C:2]1[C:3]2[C:7]([CH:8]=[C:9]([C:11]([NH:13][CH2:14][C:15]3[CH:20]=[CH:19][CH:18]=[C:17]([Cl:21])[CH:16]=3)=[O:12])[CH:10]=1)=[N:6][N:5]([CH2:23][CH2:24][N:25]1[CH:29]=[CH:28][CH:27]=[N:26]1)[CH:4]=2. Given the reactants [Cl:1][C:2]1[CH:10]=[C:9]([C:11]([NH:13][CH2:14][C:15]2[CH:20]=[CH:19][CH:18]=[C:17]([Cl:21])[CH:16]=2)=[O:12])[CH:8]=[C:7]2[C:3]=1[CH:4]=[N:5][NH:6]2.Cl[CH2:23][CH2:24][N:25]1[CH:29]=[CH:28][CH:27]=[N:26]1.ClC1C=CC=C2C=1C=NN2, predict the reaction product.